This data is from Reaction yield outcomes from USPTO patents with 853,638 reactions. The task is: Predict the reaction yield, written as a fraction of the theoretical maximum amount of product (1.0 means a 100% yield; for example, 0.34 means a 34% yield). (1) The reactants are [CH3:1][N:2]=[C:3]=[O:4].[Cl:5][C:6]1[C:7]([F:32])=[C:8]([CH:29]=[CH:30][CH:31]=1)[NH:9][C:10]1[C:19]2[C:14](=[CH:15][C:16]([O:27][CH3:28])=[C:17]([O:20][CH:21]3[CH2:26][CH2:25][NH:24][CH2:23][CH2:22]3)[CH:18]=2)[N:13]=[CH:12][N:11]=1. The catalyst is ClCCl. The product is [Cl:5][C:6]1[C:7]([F:32])=[C:8]([CH:29]=[CH:30][CH:31]=1)[NH:9][C:10]1[C:19]2[C:14](=[CH:15][C:16]([O:27][CH3:28])=[C:17]([O:20][CH:21]3[CH2:26][CH2:25][N:24]([C:3](=[O:4])[NH:2][CH3:1])[CH2:23][CH2:22]3)[CH:18]=2)[N:13]=[CH:12][N:11]=1. The yield is 0.720. (2) The reactants are Br[C:2]1[C:3]([C:7]2[CH:14]=[CH:13][C:10]([C:11]#[N:12])=[CH:9][C:8]=2[CH3:15])=[CH:4][S:5][CH:6]=1.C(P(=[CH:37][C:38]([O:40][CH2:41][CH3:42])=[O:39])=O)(C1C=CC=CC=1)(C1C=CC=CC=1)C1C=CC=CC=1.[CH:43]1C=CC(P(C2C=CC=CC=2)C2C=CC=CC=2)=CC=1. The catalyst is CN(C=O)C.CCOC(C)=O.CC([O-])=O.CC([O-])=O.[Pd+2]. The product is [C:11]([C:10]1[CH:13]=[CH:14][C:7]([C:3]2[C:2](/[CH:43]=[CH:37]/[C:38]([O:40][CH2:41][CH3:42])=[O:39])=[CH:6][S:5][CH:4]=2)=[C:8]([CH3:15])[CH:9]=1)#[N:12]. The yield is 0.390. (3) The reactants are [Cl:1][C:2]1[CH:30]=[CH:29][C:5]([CH2:6][C:7]2[N:8]=[C:9]([C:17]3[C:18]([CH3:28])=[N:19][N:20]4[CH:25]=[CH:24][C:23]([CH:26]=O)=[CH:22][C:21]=34)[S:10][C:11]=2[C:12]2[NH:16][CH:15]=[N:14][N:13]=2)=[CH:4][CH:3]=1.[N:31]1([C:37]([O:39][C:40]([CH3:43])([CH3:42])[CH3:41])=[O:38])[CH2:36][CH2:35][NH:34][CH2:33][CH2:32]1.C(O)(=O)C.C(O[BH-](OC(=O)C)OC(=O)C)(=O)C.[Na+]. The catalyst is C(Cl)Cl. The product is [Cl:1][C:2]1[CH:30]=[CH:29][C:5]([CH2:6][C:7]2[N:8]=[C:9]([C:17]3[C:18]([CH3:28])=[N:19][N:20]4[CH:25]=[CH:24][C:23]([CH2:26][N:34]5[CH2:35][CH2:36][N:31]([C:37]([O:39][C:40]([CH3:43])([CH3:42])[CH3:41])=[O:38])[CH2:32][CH2:33]5)=[CH:22][C:21]=34)[S:10][C:11]=2[C:12]2[NH:16][CH:15]=[N:14][N:13]=2)=[CH:4][CH:3]=1. The yield is 0.705. (4) The reactants are [CH3:1][O:2][C:3]([C:5]1([C:8]2[CH:13]=[CH:12][C:11]([O:14][CH3:15])=[C:10]([CH2:16]Cl)[CH:9]=2)[CH2:7][CH2:6]1)=[O:4].C([O-])([O-])=[O:19].[Na+].[Na+].Cl. The catalyst is O.[N+](CCCC)(CCCC)(CCCC)CCCC.[Br-]. The product is [CH3:1][O:2][C:3]([C:5]1([C:8]2[CH:13]=[CH:12][C:11]([O:14][CH3:15])=[C:10]([CH2:16][OH:19])[CH:9]=2)[CH2:7][CH2:6]1)=[O:4]. The yield is 0.390. (5) The reactants are [C:1]([C:3]([CH3:33])([CH3:32])[C:4]1[CH:5]=[C:6]([CH:29]=[CH:30][CH:31]=1)[C:7]([NH:9][C:10]1[CH:15]=[CH:14][C:13]([CH3:16])=[C:12]([NH:17][C:18]2[C:27]3[C:22](=[CH:23][C:24]([OH:28])=[CH:25][CH:26]=3)[N:21]=[CH:20][N:19]=2)[CH:11]=1)=[O:8])#[N:2].[Br:34][CH2:35][CH2:36][CH2:37]Br.C([O-])([O-])=O.[K+].[K+]. The catalyst is CC(C)=O.O1CCOCC1.CN(C=O)C. The product is [Br:34][CH2:35][CH2:36][CH2:37][O:28][C:24]1[CH:23]=[C:22]2[C:27]([C:18]([NH:17][C:12]3[CH:11]=[C:10]([NH:9][C:7](=[O:8])[C:6]4[CH:29]=[CH:30][CH:31]=[C:4]([C:3]([C:1]#[N:2])([CH3:33])[CH3:32])[CH:5]=4)[CH:15]=[CH:14][C:13]=3[CH3:16])=[N:19][CH:20]=[N:21]2)=[CH:26][CH:25]=1. The yield is 0.290. (6) The reactants are [I:1][C:2]1[N:3]=[C:4]([C:8]([NH:10][C@H:11]2[CH2:16][CH2:15][N:14]([C:17]3[S:18][C:19]([C:23]([O:25]CC)=[O:24])=[C:20]([CH3:22])[N:21]=3)[CH2:13][C@H:12]2[O:28][CH3:29])=[O:9])[NH:5][C:6]=1[I:7].[OH-].[Li+]. No catalyst specified. The product is [I:1][C:2]1[N:3]=[C:4]([C:8]([NH:10][C@H:11]2[CH2:16][CH2:15][N:14]([C:17]3[S:18][C:19]([C:23]([OH:25])=[O:24])=[C:20]([CH3:22])[N:21]=3)[CH2:13][C@H:12]2[O:28][CH3:29])=[O:9])[NH:5][C:6]=1[I:7]. The yield is 0.840. (7) The reactants are C(O[C:4](=[O:24])[CH2:5][C:6](=O)[CH2:7][CH2:8][CH2:9][CH2:10][CH2:11][CH2:12][CH2:13][CH2:14][CH2:15][CH2:16][CH2:17][CH2:18][CH2:19][CH2:20][CH2:21][CH3:22])C.[C:25]([CH2:27][C:28]([NH2:30])=[O:29])#[N:26].N1CCCCC1. The catalyst is CO. The product is [C:25]([C:27]1[C:28]([OH:29])=[N:30][C:4]([OH:24])=[CH:5][C:6]=1[CH2:7][CH2:8][CH2:9][CH2:10][CH2:11][CH2:12][CH2:13][CH2:14][CH2:15][CH2:16][CH2:17][CH2:18][CH2:19][CH2:20][CH2:21][CH3:22])#[N:26]. The yield is 0.400. (8) The reactants are Cl[C:2]1[N:7]2[N:8]=[CH:9][CH:10]=[C:6]2[N:5]=[C:4]([NH:11][C:12](=[O:23])[C:13]2[CH:18]=[CH:17][C:16]([C:19]([OH:22])([CH3:21])[CH3:20])=[CH:15][CH:14]=2)[CH:3]=1.[CH3:24][N:25]([CH3:31])[C@H:26]1[CH2:30][CH2:29][NH:28][CH2:27]1. The catalyst is CN1C(=O)CCC1.CS(C)=O.CO. The product is [CH3:24][N:25]([CH3:31])[C@H:26]1[CH2:30][CH2:29][N:28]([C:2]2[N:7]3[N:8]=[CH:9][CH:10]=[C:6]3[N:5]=[C:4]([NH:11][C:12](=[O:23])[C:13]3[CH:18]=[CH:17][C:16]([C:19]([OH:22])([CH3:21])[CH3:20])=[CH:15][CH:14]=3)[CH:3]=2)[CH2:27]1. The yield is 0.970. (9) The reactants are Br[C:2]1[CH:3]=[C:4]([C:8]([C:10]2[C:18]3[CH:17]=[N:16][CH:15]=[N:14][C:13]=3[N:12]([C:19]([CH3:22])([CH3:21])[CH3:20])[CH:11]=2)=[O:9])[CH:5]=[N:6][CH:7]=1.[NH3:23]. The catalyst is O.O.O.O.O.S([O-])([O-])(=O)=O.[Cu+2]. The product is [NH2:23][C:2]1[CH:3]=[C:4]([C:8]([C:10]2[C:18]3[CH:17]=[N:16][CH:15]=[N:14][C:13]=3[N:12]([C:19]([CH3:22])([CH3:21])[CH3:20])[CH:11]=2)=[O:9])[CH:5]=[N:6][CH:7]=1. The yield is 0.490. (10) The reactants are [CH3:1][O:2][C:3]1[CH:12]=[C:11]2[C:6]([N:7]([CH3:15])[C:8](=[O:14])[CH:9]3[CH2:13][CH:10]32)=[CH:5][CH:4]=1.C1N2CN3CN(C2)CN1C3.FC(F)(F)[C:28](O)=[O:29]. No catalyst specified. The product is [CH3:1][O:2][C:3]1[CH:12]=[C:11]2[C:6]([N:7]([CH3:15])[C:8](=[O:14])[CH:9]3[CH2:13][CH:10]32)=[CH:5][C:4]=1[CH:28]=[O:29]. The yield is 0.420.